This data is from Forward reaction prediction with 1.9M reactions from USPTO patents (1976-2016). The task is: Predict the product of the given reaction. (1) The product is: [N:11]1([C:2]2[N:7]=[CH:6][C:5]([C:8]([OH:10])=[O:9])=[CH:4][N:3]=2)[CH:15]=[N:14][CH:13]=[N:12]1. Given the reactants Cl[C:2]1[N:7]=[CH:6][C:5]([C:8]([OH:10])=[O:9])=[CH:4][N:3]=1.[NH:11]1[CH:15]=[N:14][CH:13]=[N:12]1.C(=O)([O-])[O-].[K+].[K+].Cl, predict the reaction product. (2) Given the reactants [CH3:1][O:2][C:3]1[CH:12]=[C:11]2[C:6]([CH2:7][CH2:8][C:9](=O)[CH2:10]2)=[CH:5][CH:4]=1.CC1[N:20]=CC(COP(O)(O)=O)=C(C=O)C=1O.P([O-])([O-])([O-])=O.[K+].[K+].[K+], predict the reaction product. The product is: [CH3:1][O:2][C:3]1[CH:12]=[C:11]2[C:6]([CH2:7][CH2:8][CH:9]([NH2:20])[CH2:10]2)=[CH:5][CH:4]=1. (3) Given the reactants [C:1]([O:5][C:6]([NH:8][CH2:9][CH2:10][C:11]1[CH:19]=[CH:18][C:14]([C:15](O)=[O:16])=[CH:13][CH:12]=1)=[O:7])([CH3:4])([CH3:3])[CH3:2].C(N1C=CN=C1)(N1C=CN=C1)=O.[NH2:32][NH2:33], predict the reaction product. The product is: [NH:32]([C:15]([C:14]1[CH:18]=[CH:19][C:11]([CH2:10][CH2:9][NH:8][C:6](=[O:7])[O:5][C:1]([CH3:4])([CH3:3])[CH3:2])=[CH:12][CH:13]=1)=[O:16])[NH2:33]. (4) Given the reactants [NH2:1][C:2]1[C:6]2[CH:7]=[C:8]([N+:11]([O-:13])=[O:12])[CH:9]=[CH:10][C:5]=2[S:4][N:3]=1.[F:14][C:15]([F:32])([F:31])[C:16]1[CH:17]=[C:18]([N:22]2[CH2:27][CH2:26][CH:25]([C:28](O)=[O:29])[CH2:24][CH2:23]2)[CH:19]=[CH:20][CH:21]=1, predict the reaction product. The product is: [N+:11]([C:8]1[CH:9]=[CH:10][C:5]2[S:4][N:3]=[C:2]([NH:1][C:28]([CH:25]3[CH2:24][CH2:23][N:22]([C:18]4[CH:19]=[CH:20][CH:21]=[C:16]([C:15]([F:32])([F:14])[F:31])[CH:17]=4)[CH2:27][CH2:26]3)=[O:29])[C:6]=2[CH:7]=1)([O-:13])=[O:12]. (5) Given the reactants [OH:1][C:2]1[CH:3]=[C:4]([CH2:8][C:9]([OH:11])=[O:10])[CH:5]=[CH:6][CH:7]=1.[Br:12][C:13]1[CH:14]=[CH:15][C:16](F)=[C:17]([CH:20]=1)[CH:18]=[O:19].[H-].[Na+].Cl, predict the reaction product. The product is: [Br:12][C:13]1[CH:14]=[CH:15][C:16]([O:1][C:2]2[CH:3]=[C:4]([CH2:8][C:9]([OH:11])=[O:10])[CH:5]=[CH:6][CH:7]=2)=[C:17]([CH:18]=[O:19])[CH:20]=1.